This data is from Forward reaction prediction with 1.9M reactions from USPTO patents (1976-2016). The task is: Predict the product of the given reaction. Given the reactants [CH3:1][O:2][C:3](=[O:18])[CH2:4][C:5]1[C:14]([Cl:15])=[CH:13][CH:12]=[C:11]2[C:6]=1[CH:7]=[C:8]([CH2:16]Br)[CH:9]=[N:10]2.[CH3:19][NH:20][CH3:21].C(O)C, predict the reaction product. The product is: [CH3:1][O:2][C:3](=[O:18])[CH2:4][C:5]1[C:14]([Cl:15])=[CH:13][CH:12]=[C:11]2[C:6]=1[CH:7]=[C:8]([CH2:16][N:20]([CH3:21])[CH3:19])[CH:9]=[N:10]2.